Dataset: NCI-60 drug combinations with 297,098 pairs across 59 cell lines. Task: Regression. Given two drug SMILES strings and cell line genomic features, predict the synergy score measuring deviation from expected non-interaction effect. (1) Synergy scores: CSS=31.4, Synergy_ZIP=1.19, Synergy_Bliss=7.22, Synergy_Loewe=-19.2, Synergy_HSA=7.28. Drug 2: C1=C(C(=O)NC(=O)N1)N(CCCl)CCCl. Drug 1: CC1C(C(CC(O1)OC2CC(CC3=C2C(=C4C(=C3O)C(=O)C5=C(C4=O)C(=CC=C5)OC)O)(C(=O)C)O)N)O.Cl. Cell line: SNB-75. (2) Drug 1: CCC1(C2=C(COC1=O)C(=O)N3CC4=CC5=C(C=CC(=C5CN(C)C)O)N=C4C3=C2)O.Cl. Drug 2: N.N.Cl[Pt+2]Cl. Cell line: SK-OV-3. Synergy scores: CSS=31.7, Synergy_ZIP=-5.99, Synergy_Bliss=2.76, Synergy_Loewe=-3.28, Synergy_HSA=3.40. (3) Drug 2: CCCCC(=O)OCC(=O)C1(CC(C2=C(C1)C(=C3C(=C2O)C(=O)C4=C(C3=O)C=CC=C4OC)O)OC5CC(C(C(O5)C)O)NC(=O)C(F)(F)F)O. Drug 1: C1CCC(CC1)NC(=O)N(CCCl)N=O. Cell line: SNB-75. Synergy scores: CSS=12.4, Synergy_ZIP=-6.80, Synergy_Bliss=-10.3, Synergy_Loewe=-9.24, Synergy_HSA=-9.86. (4) Cell line: COLO 205. Drug 2: C1C(C(OC1N2C=NC3=C2NC=NCC3O)CO)O. Synergy scores: CSS=11.3, Synergy_ZIP=-0.382, Synergy_Bliss=1.47, Synergy_Loewe=4.20, Synergy_HSA=1.04. Drug 1: CC1=C(C=C(C=C1)C(=O)NC2=CC(=CC(=C2)C(F)(F)F)N3C=C(N=C3)C)NC4=NC=CC(=N4)C5=CN=CC=C5. (5) Drug 1: CC1CCC2CC(C(=CC=CC=CC(CC(C(=O)C(C(C(=CC(C(=O)CC(OC(=O)C3CCCCN3C(=O)C(=O)C1(O2)O)C(C)CC4CCC(C(C4)OC)OCCO)C)C)O)OC)C)C)C)OC. Drug 2: C(CN)CNCCSP(=O)(O)O. Cell line: MCF7. Synergy scores: CSS=-0.133, Synergy_ZIP=-2.47, Synergy_Bliss=-1.77, Synergy_Loewe=-10.6, Synergy_HSA=-4.87.